From a dataset of Forward reaction prediction with 1.9M reactions from USPTO patents (1976-2016). Predict the product of the given reaction. (1) Given the reactants [O:1]1[CH2:5][CH2:4][NH:3][C:2]1=[O:6].[H-].[Na+].Br[CH2:10][C:11]1[S:19][C:18]2[C:17]([N:20]3[CH2:25][CH2:24][O:23][CH2:22][CH2:21]3)=[N:16][C:15](Cl)=[N:14][C:13]=2[CH:12]=1.C[N:28]([CH:30]=O)C, predict the reaction product. The product is: [NH:28]1[C:30]2[C:18](=[C:13]([C:15]3[N:16]=[C:17]([N:20]4[CH2:25][CH2:24][O:23][CH2:22][CH2:21]4)[C:18]4[S:19][C:11]([CH2:10][N:3]5[CH2:4][CH2:5][O:1][C:2]5=[O:6])=[CH:12][C:13]=4[N:14]=3)[CH:12]=[CH:11][CH:10]=2)[CH:17]=[N:16]1. (2) Given the reactants [OH:1][C:2]1[C:7]([C:8]([O:10]CC)=O)=[CH:6][N:5]=[C:4]2[C:13]([CH3:18])=[C:14]([CH2:16][OH:17])[S:15][C:3]=12.[F:19][C:20]1[CH:27]=[CH:26][C:23]([CH2:24][NH2:25])=[CH:22][CH:21]=1, predict the reaction product. The product is: [F:19][C:20]1[CH:27]=[CH:26][C:23]([CH2:24][NH:25][C:8]([C:7]2[C:2]([OH:1])=[C:3]3[S:15][C:14]([CH2:16][OH:17])=[C:13]([CH3:18])[C:4]3=[N:5][CH:6]=2)=[O:10])=[CH:22][CH:21]=1. (3) Given the reactants [Cl-].[CH3:2][O:3]C[P+](C1C=CC=CC=1)(C1C=CC=CC=1)C1C=CC=CC=1.[CH3:24][C:25]([CH3:28])([O-])[CH3:26].[K+].[CH3:30][C:31]1[N:32]=[C:33]([C:39]2[CH:44]=[CH:43][C:42]([C:45]([F:48])([F:47])[F:46])=[CH:41][CH:40]=2)[S:34]C=1C(=O)C, predict the reaction product. The product is: [CH3:2][O:3][CH:24]=[C:25]([C:28]1[S:34][C:33]([C:39]2[CH:44]=[CH:43][C:42]([C:45]([F:48])([F:46])[F:47])=[CH:41][CH:40]=2)=[N:32][C:31]=1[CH3:30])[CH3:26]. (4) Given the reactants [NH:1]1[C:9]2[C:4](=[CH:5][CH:6]=[CH:7][CH:8]=2)[CH:3]=[CH:2]1.Br[C:11]1[CH:17]=[CH:16][CH:15]=[CH:14][C:12]=1[NH2:13].[O-]P([O-])([O-])=O.[K+].[K+].[K+].CN[C@@H]1CCCC[C@H]1NC, predict the reaction product. The product is: [NH2:13][C:12]1[CH:14]=[CH:15][CH:16]=[CH:17][C:11]=1[N:1]1[C:9]2[C:4](=[CH:5][CH:6]=[CH:7][CH:8]=2)[CH:3]=[CH:2]1. (5) Given the reactants [CH2:1]([O:3][C:4](=[O:24])[CH2:5][C@@H:6]1[CH2:10][S:9][C:8]([C:11]2[NH:12][C:13]3[C:18]([CH:19]=2)=[CH:17][C:16]([CH3:20])=[CH:15][C:14]=3[N+:21]([O-])=O)=[N:7]1)[CH3:2].[O:25]1[C:29]2([CH2:34][CH2:33][C:32](=O)[CH2:31][CH2:30]2)[O:28][CH2:27][CH2:26]1, predict the reaction product. The product is: [CH2:1]([O:3][C:4](=[O:24])[CH2:5][C@@H:6]1[CH2:10][S:9][C:8]([C:11]2[NH:12][C:13]3[C:18]([CH:19]=2)=[CH:17][C:16]([CH3:20])=[CH:15][C:14]=3[NH:21][CH:32]2[CH2:33][CH2:34][C:29]3([O:28][CH2:27][CH2:26][O:25]3)[CH2:30][CH2:31]2)=[N:7]1)[CH3:2]. (6) Given the reactants C[O:2][C:3]([C:5]1[CH:22]=[CH:21][CH:20]=[CH:19][C:6]=1/[CH:7]=[CH:8]/[C@H:9]1[NH:14][CH2:13][C@@H:12]([C:15]([O:17][CH3:18])=[O:16])[CH2:11][CH2:10]1)=O.C[Al](C)C, predict the reaction product. The product is: [O:2]=[C:3]1[N:14]2[CH2:13][C@H:12]([C:15]([O:17][CH3:18])=[O:16])[CH2:11][CH2:10][C@H:9]2[CH:8]=[CH:7][C:6]2[CH:19]=[CH:20][CH:21]=[CH:22][C:5]1=2. (7) Given the reactants Br[C:2]1[S:10][C:5]2[C:6](=[O:9])[O:7][CH2:8][C:4]=2[C:3]=1[CH3:11].[CH2:12]([Sn](CCCC)(CCCC)CC=C)[CH2:13][CH2:14]C.[Cl-].[Li+], predict the reaction product. The product is: [CH3:11][C:3]1[C:4]2[CH2:8][O:7][C:6](=[O:9])[C:5]=2[S:10][C:2]=1[CH2:14][CH:13]=[CH2:12]. (8) Given the reactants [Br:1][C:2]1[CH:3]=[C:4]([C:8]2([CH3:21])[CH2:17][C:16]3[C:11](=[CH:12][CH:13]=[CH:14][CH:15]=3)[C:10](SCC)=[N:9]2)[CH:5]=[CH:6][CH:7]=1.[NH4+].O[N:24]1C2C=CC=CC=2N=N1, predict the reaction product. The product is: [Br:1][C:2]1[CH:3]=[C:4]([C:8]2([CH3:21])[CH2:17][C:16]3[C:11](=[CH:12][CH:13]=[CH:14][CH:15]=3)[C:10]([NH2:24])=[N:9]2)[CH:5]=[CH:6][CH:7]=1. (9) Given the reactants C(Cl)(=O)C(Cl)=O.CS(C)=O.[N+:11]([C:14]1[CH:19]=[CH:18][C:17]([CH2:20][CH2:21][CH2:22][CH2:23][OH:24])=[CH:16][CH:15]=1)([O-:13])=[O:12].CCN(CC)CC, predict the reaction product. The product is: [N+:11]([C:14]1[CH:15]=[CH:16][C:17]([CH2:20][CH2:21][CH2:22][CH:23]=[O:24])=[CH:18][CH:19]=1)([O-:13])=[O:12].